This data is from Forward reaction prediction with 1.9M reactions from USPTO patents (1976-2016). The task is: Predict the product of the given reaction. (1) Given the reactants [OH:1]OS([O-])=O.[K+].C([O-])(=O)C.[O-2:11].[Na+].[C:13]([C:17]1[CH:22]=[CH:21][C:20]([S:23][C:24]2[S:32][C:31]3[CH:30]=[CH:29][N:28]=[C:27]([N:33]4[CH2:38][CH2:37][NH:36][CH2:35][CH2:34]4)[C:26]=3[CH:25]=2)=[CH:19][CH:18]=1)([CH3:16])([CH3:15])[CH3:14].[Cl:39]CCl, predict the reaction product. The product is: [ClH:39].[C:13]([C:17]1[CH:22]=[CH:21][C:20]([S:23]([C:24]2[S:32][C:31]3[CH:30]=[CH:29][N:28]=[C:27]([N:33]4[CH2:38][CH2:37][NH:36][CH2:35][CH2:34]4)[C:26]=3[CH:25]=2)(=[O:1])=[O:11])=[CH:19][CH:18]=1)([CH3:16])([CH3:14])[CH3:15]. (2) Given the reactants [OH:1][CH:2]1[CH2:7][CH2:6][CH2:5][N:4]([C:8]([O:10][C:11]([CH3:14])([CH3:13])[CH3:12])=[O:9])[CH2:3]1.CC(OI1(OC(C)=O)(OC(C)=O)OC(=O)C2C=CC=CC1=2)=O, predict the reaction product. The product is: [O:1]=[C:2]1[CH2:7][CH2:6][CH2:5][N:4]([C:8]([O:10][C:11]([CH3:14])([CH3:13])[CH3:12])=[O:9])[CH2:3]1. (3) The product is: [CH3:1][CH2:2][C@H:3]1[O:18][C:16](=[O:17])[C@H:15]([CH3:19])[C@@H:14]([O:20][C@@H:21]2[O:26][C@@H:25]([CH3:27])[C@H:24]([OH:28])[C@@:23]([O:30][CH3:31])([CH3:29])[CH2:22]2)[C@H:13]([CH3:32])[C@@H:12]([O:33][C@@H:34]2[O:39][C@H:38]([CH3:40])[CH2:37][C@H:36]([N:41]([CH3:42])[CH3:43])[C@H:35]2[OH:44])[C@:11]2([CH3:45])[O:8][C:7](=[C:9]([CH3:47])[CH2:10]2)[C@H:6]([CH3:48])[C@@H:5]([OH:49])[C@@:4]1([OH:51])[CH3:50]. Given the reactants [CH3:1][CH2:2][C@H:3]1[O:18][C:16](=[O:17])[C@H:15]([CH3:19])[C@@H:14]([O:20][C@@H:21]2[O:26][C@@H:25]([CH3:27])[C@H:24]([OH:28])[C@@:23]([O:30][CH3:31])([CH3:29])[CH2:22]2)[C@H:13]([CH3:32])[C@@H:12]([O:33][C@@H:34]2[O:39][C@H:38]([CH3:40])[CH2:37][C@H:36]([N:41]([CH3:43])[CH3:42])[C@H:35]2[OH:44])[C@@:11](O)([CH3:45])[CH2:10][C@@H:9]([CH3:47])[C:7](=[O:8])[C@H:6]([CH3:48])[C@@H:5]([OH:49])[C@@:4]1([OH:51])[CH3:50], predict the reaction product. (4) Given the reactants Cl[C:2]1[O:3][C:4]2[CH:10]=[CH:9][C:8]([F:11])=[CH:7][C:5]=2[N:6]=1.[CH2:12]1[CH2:17][CH2:16][CH:15]([CH2:18][C@H:19]([NH2:23])[C:20]([OH:22])=O)[CH2:14][CH2:13]1.[F:24][C:25]1[CH:30]=[CH:29][C:28]([NH:31][CH2:32][CH2:33][NH2:34])=[CH:27][CH:26]=1, predict the reaction product. The product is: [CH:15]1([CH2:18][C@H:19]([NH:23][C:2]2[O:3][C:4]3[CH:10]=[CH:9][C:8]([F:11])=[CH:7][C:5]=3[N:6]=2)[C:20]([NH:34][CH2:33][CH2:32][NH:31][C:28]2[CH:29]=[CH:30][C:25]([F:24])=[CH:26][CH:27]=2)=[O:22])[CH2:14][CH2:13][CH2:12][CH2:17][CH2:16]1.